This data is from Reaction yield outcomes from USPTO patents with 853,638 reactions. The task is: Predict the reaction yield, written as a fraction of the theoretical maximum amount of product (1.0 means a 100% yield; for example, 0.34 means a 34% yield). (1) The reactants are Br[C:2]1[CH:11]=[CH:10][C:9]([Cl:12])=[CH:8][C:3]=1[C:4]([O:6][CH3:7])=[O:5].[C:13]([Si:15]([CH3:18])([CH3:17])[CH3:16])#[CH:14]. The catalyst is [Cu]I.CC([O-])=O.CC([O-])=O.[Pd+2].C1(P(C2C=CC=CC=2)C2C=CC=CC=2)C=CC=CC=1. The product is [Cl:12][C:9]1[CH:10]=[CH:11][C:2]([C:14]#[C:13][Si:15]([CH3:18])([CH3:17])[CH3:16])=[C:3]([CH:8]=1)[C:4]([O:6][CH3:7])=[O:5]. The yield is 1.02. (2) The reactants are [OH:1][C:2]1[CH:9]=[CH:8][C:5]([CH:6]=[O:7])=[CH:4][CH:3]=1.[C:10]([O-:13])([O-])=O.[K+].[K+].[C:16](#[N:18])[CH3:17]. No catalyst specified. The product is [CH3:10][O:13]/[N:18]=[C:16](/[C:2]1[CH:9]=[CH:8][CH:5]=[CH:4][CH:3]=1)\[CH2:17][O:1][C:2]1[CH:9]=[CH:8][C:5]([CH:6]=[O:7])=[CH:4][CH:3]=1. The yield is 0.875. (3) The reactants are [OH:1][C@H:2]1[C@H:7]([CH3:8])[CH2:6][CH2:5][C@@H:4]([NH:9][C:10]2[C:15]([C:16]#[N:17])=[CH:14][N:13]=[C:12](S(C)(=O)=O)[N:11]=2)[CH2:3]1.[CH:22]1([NH2:25])[CH2:24][CH2:23]1. The catalyst is CN1C(=O)CCC1. The product is [CH:22]1([NH:25][C:12]2[N:11]=[C:10]([NH:9][C@@H:4]3[CH2:5][CH2:6][C@@H:7]([CH3:8])[C@H:2]([OH:1])[CH2:3]3)[C:15]([C:16]#[N:17])=[CH:14][N:13]=2)[CH2:24][CH2:23]1. The yield is 0.790. (4) The product is [F:13][C:14]1[CH:15]=[C:16]([C:48]2[CH:53]=[CH:52][CH:51]=[CH:50][C:49]=2[C:54]2[NH:3][C:4](=[O:7])[O:5][N:55]=2)[CH:17]=[CH:18][C:19]=1[CH2:20][C:21]1[C:22](=[O:47])[N:23]([C@H:33]2[CH2:34][CH2:35][C@H:36]([O:39][C:40]3([C:43]([OH:46])([CH3:45])[CH3:44])[CH2:41][CH2:42]3)[CH2:37][CH2:38]2)[C:24]2[N:25]([N:30]=[CH:31][N:32]=2)[C:26]=1[CH2:27][CH2:28][CH3:29]. The yield is 0.470. The reactants are [Cl-].O[NH3+:3].[C:4](=[O:7])([O-])[OH:5].[Na+].CS(C)=O.[F:13][C:14]1[CH:15]=[C:16]([C:48]2[C:49]([C:54]#[N:55])=[CH:50][CH:51]=[CH:52][CH:53]=2)[CH:17]=[CH:18][C:19]=1[CH2:20][C:21]1[C:22](=[O:47])[N:23]([C@H:33]2[CH2:38][CH2:37][C@H:36]([O:39][C:40]3([C:43]([OH:46])([CH3:45])[CH3:44])[CH2:42][CH2:41]3)[CH2:35][CH2:34]2)[C:24]2[N:25]([N:30]=[CH:31][N:32]=2)[C:26]=1[CH2:27][CH2:28][CH3:29]. The catalyst is O.C(OCC)(=O)C. (5) The reactants are [Br:1][C:2]1[CH:7]=[C:6]([NH:8]C)[C:5]([N+:10]([O-])=O)=[CH:4][N:3]=1.O.O.[Sn](Cl)[Cl:16]. The catalyst is Cl. The product is [Br:1][C:2]1[N:3]=[C:4]([Cl:16])[C:5]([NH2:10])=[C:6]([NH2:8])[CH:7]=1. The yield is 0.890.